This data is from Full USPTO retrosynthesis dataset with 1.9M reactions from patents (1976-2016). The task is: Predict the reactants needed to synthesize the given product. (1) Given the product [F:14][CH2:13][C:6]1[C:7]([C:8]([OH:10])=[O:9])=[C:3]([CH2:2][F:1])[NH:4][N:5]=1, predict the reactants needed to synthesize it. The reactants are: [F:1][CH:2](F)[C:3]1[C:7]([C:8]([O:10]CC)=[O:9])=[C:6]([CH:13](F)[F:14])[NH:5][N:4]=1.[OH-].[Na+]. (2) Given the product [CH3:19][O:20][C:21](=[O:30])[CH2:22][C:23]1[CH:24]=[CH:25][C:26]([C:2]#[C:1][C:3]2[CH:4]=[C:5]3[C:10](=[C:11]([CH:13]=[O:14])[CH:12]=2)[O:9][C:8]([CH3:16])([CH3:15])[CH2:7][C:6]3([CH3:18])[CH3:17])=[CH:27][CH:28]=1, predict the reactants needed to synthesize it. The reactants are: [C:1]([C:3]1[CH:4]=[C:5]2[C:10](=[C:11]([CH:13]=[O:14])[CH:12]=1)[O:9][C:8]([CH3:16])([CH3:15])[CH2:7][C:6]2([CH3:18])[CH3:17])#[CH:2].[CH3:19][O:20][C:21](=[O:30])[CH2:22][C:23]1[CH:28]=[CH:27][C:26](I)=[CH:25][CH:24]=1.C(N(CC)CC)C.C(OCC)(=O)C. (3) Given the product [ClH:56].[F:81][C:76]1[CH:75]=[C:74]([CH:79]=[C:78]([F:80])[CH:77]=1)[CH2:73][C@H:59]([NH:58][C:4](=[O:8])[C:30]1[CH:29]=[C:28]([C:83]2[O:85][CH:49]=[CH:44][N:55]=2)[CH:27]=[C:26]([CH3:35])[CH:25]=1)[C@H:60]([OH:72])[CH2:61][NH:62][CH2:63][C:64]1[CH:69]=[CH:68][CH:67]=[C:66]([CH2:70][CH3:71])[CH:65]=1, predict the reactants needed to synthesize it. The reactants are: CN([C:4]([O:8]N1N=NC2C=CC=NC1=2)=[N+](C)C)C.F[P-](F)(F)(F)(F)F.[CH:25]1[CH:26]=[CH:27][C:28]2N(O)N=N[C:29]=2[CH:30]=1.[CH:35](N(C(C)C)CC)(C)C.[C:44]1([NH2:55])[C:49](F)=C(F)C(F)=C(N)C=1F.[ClH:56].Cl.[NH2:58][C@@H:59]([CH2:73][C:74]1[CH:79]=[C:78]([F:80])[CH:77]=[C:76]([F:81])[CH:75]=1)[C@H:60]([OH:72])[CH2:61][NH:62][CH2:63][C:64]1[CH:69]=[CH:68][CH:67]=[C:66]([CH2:70][CH3:71])[CH:65]=1.Cl.[CH2:83]([O:85]CC)C. (4) The reactants are: CC([O-])(C)C.[K+].[O:7]1[CH2:12][CH2:11][CH2:10][CH2:9][CH:8]1[O:13][C:14]1[CH:31]=[CH:30][C:29]2[C@@H:28]3[C@H:19]([C@H:20]4[C@@:24]([CH2:26][CH2:27]3)([CH3:25])[C@@H:23]([O:32][CH:33]3[CH2:38][CH2:37][CH2:36][CH2:35][O:34]3)[CH2:22][CH2:21]4)[CH2:18][C:17](=[O:39])[C:16]=2[CH:15]=1.B(CC)(CC)CC.[CH2:47]([N:51]([CH3:65])[C:52](=[O:64])[CH2:53][CH2:54][CH2:55][CH2:56][CH2:57][CH2:58][CH2:59][CH2:60][CH2:61][CH2:62]I)[CH2:48][CH2:49][CH3:50]. Given the product [CH2:47]([N:51]([CH3:65])[C:52](=[O:64])[CH2:53][CH2:54][CH2:55][CH2:56][CH2:57][CH2:58][CH2:59][CH2:60][CH2:61][CH2:62][C@@H:18]1[C:17](=[O:39])[C:16]2[CH:15]=[C:14]([O:13][CH:8]3[CH2:9][CH2:10][CH2:11][CH2:12][O:7]3)[CH:31]=[CH:30][C:29]=2[C@@H:28]2[C@@H:19]1[C@H:20]1[C@@:24]([CH2:26][CH2:27]2)([CH3:25])[C@@H:23]([O:32][CH:33]2[CH2:38][CH2:37][CH2:36][CH2:35][O:34]2)[CH2:22][CH2:21]1)[CH2:48][CH2:49][CH3:50], predict the reactants needed to synthesize it. (5) Given the product [CH3:1][O:2][C:3]1[CH:11]=[CH:10][C:9]([C:12]2[NH:16][N:15]=[N:14][N:13]=2)=[CH:8][C:4]=1[C:5]([N:43]1[CH2:44][CH2:45][C:41]([CH2:40][CH2:39][N:35]2[CH2:36][CH2:37][CH2:38][N:32]([C:24]3[N:23]([CH2:22][CH2:21][O:20][CH2:18][CH3:19])[C:27]4[CH:28]=[CH:29][CH:30]=[CH:31][C:26]=4[N:25]=3)[CH2:33][CH2:34]2)([C:46]2[CH:51]=[CH:50][CH:49]=[CH:48][CH:47]=2)[CH2:42]1)=[O:7], predict the reactants needed to synthesize it. The reactants are: [CH3:1][O:2][C:3]1[CH:11]=[CH:10][C:9]([C:12]2[NH:16][N:15]=[N:14][N:13]=2)=[CH:8][C:4]=1[C:5]([OH:7])=O.Cl.[CH2:18]([O:20][CH2:21][CH2:22][N:23]1[C:27]2[CH:28]=[CH:29][CH:30]=[CH:31][C:26]=2[N:25]=[C:24]1[N:32]1[CH2:38][CH2:37][CH2:36][N:35]([CH2:39][CH2:40][C:41]2([C:46]3[CH:51]=[CH:50][CH:49]=[CH:48][CH:47]=3)[CH2:45][CH2:44][NH:43][CH2:42]2)[CH2:34][CH2:33]1)[CH3:19].